From a dataset of Full USPTO retrosynthesis dataset with 1.9M reactions from patents (1976-2016). Predict the reactants needed to synthesize the given product. (1) Given the product [CH2:1]([C:8]1[CH:9]=[N:10][C:11]2[C:16]([C:17]=1[C:18]1[CH:19]=[C:20]([N:24]([CH2:30][C:31]3[CH:36]=[CH:35][CH:34]=[CH:33][C:32]=3[Cl:37])[CH2:30][C:31]3[CH:36]=[CH:35][CH:34]=[CH:33][C:32]=3[Cl:37])[CH:21]=[CH:22][CH:23]=1)=[CH:15][CH:14]=[CH:13][C:12]=2[C:25]([F:28])([F:26])[F:27])[C:2]1[CH:3]=[CH:4][CH:5]=[CH:6][CH:7]=1, predict the reactants needed to synthesize it. The reactants are: [CH2:1]([C:8]1[CH:9]=[N:10][C:11]2[C:16]([C:17]=1[C:18]1[CH:19]=[C:20]([NH2:24])[CH:21]=[CH:22][CH:23]=1)=[CH:15][CH:14]=[CH:13][C:12]=2[C:25]([F:28])([F:27])[F:26])[C:2]1[CH:7]=[CH:6][CH:5]=[CH:4][CH:3]=1.Br[CH2:30][C:31]1[CH:36]=[CH:35][CH:34]=[CH:33][C:32]=1[Cl:37]. (2) Given the product [CH3:3][O:4][C:5]1[CH:6]=[C:7]2[C:12](=[C:13]([O:15][CH3:16])[CH:14]=1)[CH:11]([C:17]1[CH:22]=[CH:21][CH:20]=[CH:19][CH:18]=1)[NH:10][CH2:9][CH2:8]2, predict the reactants needed to synthesize it. The reactants are: [BH4-].[Na+].[CH3:3][O:4][C:5]1[CH:6]=[C:7]2[C:12](=[C:13]([O:15][CH3:16])[CH:14]=1)[C:11]([C:17]1[CH:22]=[CH:21][CH:20]=[CH:19][CH:18]=1)=[N:10][CH2:9][CH2:8]2.